Dataset: Peptide-MHC class I binding affinity with 185,985 pairs from IEDB/IMGT. Task: Regression. Given a peptide amino acid sequence and an MHC pseudo amino acid sequence, predict their binding affinity value. This is MHC class I binding data. The peptide sequence is YANCSSISIK. The MHC is HLA-A68:01 with pseudo-sequence HLA-A68:01. The binding affinity (normalized) is 0.635.